Dataset: Forward reaction prediction with 1.9M reactions from USPTO patents (1976-2016). Task: Predict the product of the given reaction. (1) Given the reactants [CH2:1]([O:3][C:4]([C:6]1[CH:7]=[N:8][N:9]([C:12]2[CH:17]=[CH:16][C:15]([OH:18])=[CH:14][CH:13]=2)[C:10]=1[CH3:11])=[O:5])[CH3:2].[C:19]([O:23][CH2:24][CH2:25]O)([CH3:22])([CH3:21])[CH3:20].C1(P(C2C=CC=CC=2)C2C=CC=CC=2)C=CC=CC=1.C(OC(N=NC(OC(C)C)=O)=O)(C)C, predict the reaction product. The product is: [CH2:1]([O:3][C:4]([C:6]1[CH:7]=[N:8][N:9]([C:12]2[CH:13]=[CH:14][C:15]([O:18][CH2:25][CH2:24][O:23][C:19]([CH3:22])([CH3:21])[CH3:20])=[CH:16][CH:17]=2)[C:10]=1[CH3:11])=[O:5])[CH3:2]. (2) Given the reactants [CH3:1][O:2][C:3](=[O:14])[C:4]1[CH:9]=[C:8]([O:10][CH3:11])[CH:7]=[C:6]([Br:12])[C:5]=1[OH:13].CI.[C:17](=O)([O-])[O-].[K+].[K+].O, predict the reaction product. The product is: [CH3:1][O:2][C:3](=[O:14])[C:4]1[CH:9]=[C:8]([O:10][CH3:11])[CH:7]=[C:6]([Br:12])[C:5]=1[O:13][CH3:17]. (3) Given the reactants [NH:1]1[CH:5]=[N:4][CH:3]=[N:2]1.Br[CH2:7][CH2:8][N:9]1[C:13](=[O:14])[C:12]2=[CH:15][CH:16]=[CH:17][CH:18]=[C:11]2[C:10]1=[O:19].C(=O)([O-])[O-].[K+].[K+], predict the reaction product. The product is: [N:1]1([CH2:7][CH2:8][N:9]2[C:10](=[O:19])[C:11]3[C:12](=[CH:15][CH:16]=[CH:17][CH:18]=3)[C:13]2=[O:14])[CH:5]=[N:4][CH:3]=[N:2]1. (4) Given the reactants C([O:4][CH2:5][C:6]1[CH:11]=[CH:10][C:9]([CH2:12][C:13]2[CH:18]=[CH:17][C:16]([O:19][CH3:20])=[CH:15][CH:14]=2)=[C:8]([O:21][CH2:22][C:23]2[CH:28]=[CH:27][CH:26]=[CH:25][CH:24]=2)[CH:7]=1)(=O)C.[OH-].[K+].Cl, predict the reaction product. The product is: [CH2:22]([O:21][C:8]1[CH:7]=[C:6]([CH:11]=[CH:10][C:9]=1[CH2:12][C:13]1[CH:14]=[CH:15][C:16]([O:19][CH3:20])=[CH:17][CH:18]=1)[CH2:5][OH:4])[C:23]1[CH:24]=[CH:25][CH:26]=[CH:27][CH:28]=1.